From a dataset of Forward reaction prediction with 1.9M reactions from USPTO patents (1976-2016). Predict the product of the given reaction. (1) The product is: [F:7][C:8]1[CH:9]=[C:10]([CH:20]=[CH:21][CH:22]=1)[O:11][CH2:12][CH2:13][CH2:14][C:15]([OH:17])=[O:16]. Given the reactants [OH-].[K+].O.C(O)C.[F:7][C:8]1[CH:9]=[C:10]([CH:20]=[CH:21][CH:22]=1)[O:11][CH2:12][CH2:13][CH2:14][C:15]([O:17]CC)=[O:16], predict the reaction product. (2) Given the reactants Br[C:2]1[CH:7]=[CH:6][CH:5]=[C:4]([Br:8])[N:3]=1.CC1(C)C(C)(C)OB([C:17]2[CH:24]=[CH:23][CH:22]=[CH:21][C:18]=2[C:19]#[N:20])O1.P([O-])([O-])([O-])=O.[K+].[K+].[K+], predict the reaction product. The product is: [Br:8][C:4]1[N:3]=[C:2]([C:17]2[CH:24]=[CH:23][CH:22]=[CH:21][C:18]=2[C:19]#[N:20])[CH:7]=[CH:6][CH:5]=1. (3) Given the reactants [CH3:1][C:2]([CH3:41])([CH3:40])[C:3]([C:5]1[C:13]2[C:8](=[N:9][CH:10]=[C:11]([C:14]3[C:22]4[C:17](=[CH:18][CH:19]=[CH:20][CH:21]=4)[N:16]([CH2:23][CH2:24][N:25]4[CH2:30][CH2:29][N:28]([CH3:31])[CH2:27][CH2:26]4)[CH:15]=3)[N:12]=2)[N:7](COCC[Si](C)(C)C)[CH:6]=1)=[O:4], predict the reaction product. The product is: [CH3:1][C:2]([CH3:41])([CH3:40])[C:3]([C:5]1[C:13]2[C:8](=[N:9][CH:10]=[C:11]([C:14]3[C:22]4[C:17](=[CH:18][CH:19]=[CH:20][CH:21]=4)[N:16]([CH2:23][CH2:24][N:25]4[CH2:26][CH2:27][N:28]([CH3:31])[CH2:29][CH2:30]4)[CH:15]=3)[N:12]=2)[NH:7][CH:6]=1)=[O:4]. (4) The product is: [CH3:27][S:28]([O:26][CH2:25][C:9]1[CH:8]=[C:7]([NH:6][C:4]([NH:3][CH2:1][CH3:2])=[O:5])[N:12]=[CH:11][C:10]=1[C:13]1[CH:14]=[N:15][CH:16]=[C:17]([C:19]2[O:20][C:21](=[O:24])[NH:22][N:23]=2)[CH:18]=1)(=[O:30])=[O:29]. Given the reactants [CH2:1]([NH:3][C:4]([NH:6][C:7]1[N:12]=[CH:11][C:10]([C:13]2[CH:14]=[N:15][CH:16]=[C:17]([C:19]3[O:20][C:21](=[O:24])[NH:22][N:23]=3)[CH:18]=2)=[C:9]([CH2:25][OH:26])[CH:8]=1)=[O:5])[CH3:2].[CH3:27][S:28](Cl)(=[O:30])=[O:29], predict the reaction product.